This data is from CYP3A4 inhibition data for predicting drug metabolism from PubChem BioAssay. The task is: Regression/Classification. Given a drug SMILES string, predict its absorption, distribution, metabolism, or excretion properties. Task type varies by dataset: regression for continuous measurements (e.g., permeability, clearance, half-life) or binary classification for categorical outcomes (e.g., BBB penetration, CYP inhibition). Dataset: cyp3a4_veith. The molecule is COC(=O)C1=C(C)OC(N)=C(C#N)C1c1cc(OC)ccc1OC. The result is 1 (inhibitor).